This data is from Reaction yield outcomes from USPTO patents with 853,638 reactions. The task is: Predict the reaction yield, written as a fraction of the theoretical maximum amount of product (1.0 means a 100% yield; for example, 0.34 means a 34% yield). (1) The reactants are [NH2:1][C:2]1[N:6]([C:7]2[CH:12]=[CH:11][C:10]([O:13]C)=[CH:9][C:8]=2[F:15])[N:5]=[C:4]([CH3:16])[C:3]=1[C:17]#[N:18].B(Br)(Br)Br. The catalyst is C(Cl)Cl. The product is [NH2:1][C:2]1[N:6]([C:7]2[CH:12]=[CH:11][C:10]([OH:13])=[CH:9][C:8]=2[F:15])[N:5]=[C:4]([CH3:16])[C:3]=1[C:17]#[N:18]. The yield is 1.00. (2) The reactants are [CH3:1][O:2][C:3](=[O:10])[C:4]([CH3:9])([CH3:8])[CH:5]([OH:7])[CH3:6].[C:11]1([CH3:21])[CH:16]=[CH:15][C:14]([S:17](Cl)(=[O:19])=[O:18])=[CH:13][CH:12]=1.Cl. The catalyst is N1C=CC=CC=1.C(OCC)(=O)C. The product is [CH3:1][O:2][C:3](=[O:10])[C:4]([CH3:9])([CH3:8])[CH:5]([O:7][S:17]([C:14]1[CH:15]=[CH:16][C:11]([CH3:21])=[CH:12][CH:13]=1)(=[O:19])=[O:18])[CH3:6]. The yield is 0.760. (3) The reactants are [F:1][C:2]1[CH:7]=[C:6]([I:8])[CH:5]=[CH:4][C:3]=1[NH:9][C:10]1[C:15]2[CH:16]=[N:17][S:18][C:14]=2[CH:13]=[CH:12][C:11]=1[C:19]([OH:21])=O.C(N(C(C)C)CC)(C)C.C1C=CC2[N:39]([OH:40])N=NC=2C=1.[CH3:41][C:42]1([CH3:50])[O:46][C@H:45]([CH2:47]NO)[CH2:44][O:43]1.CCN=C=NCCCN(C)C. The catalyst is CN(C=O)C.C(OCC)(=O)C. The product is [CH3:50][C:42]1([CH3:41])[O:46][C@@H:45]([CH2:47][O:40][NH:39][C:19]([C:11]2[CH:12]=[CH:13][C:14]3[S:18][N:17]=[CH:16][C:15]=3[C:10]=2[NH:9][C:3]2[CH:4]=[CH:5][C:6]([I:8])=[CH:7][C:2]=2[F:1])=[O:21])[CH2:44][O:43]1. The yield is 0.430. (4) The reactants are [F:1][C:2]1[CH:3]=[C:4]([Mg]Br)[CH:5]=[CH:6][CH:7]=1.Br[C:11]1[CH:16]=[CH:15][C:14]([CH:17]([OH:22])[C:18]([F:21])([F:20])[F:19])=[CH:13][CH:12]=1.C(O)(C(F)(F)F)=O. The catalyst is C1COCC1.C1C=CC([P]([Pd]([P](C2C=CC=CC=2)(C2C=CC=CC=2)C2C=CC=CC=2)([P](C2C=CC=CC=2)(C2C=CC=CC=2)C2C=CC=CC=2)[P](C2C=CC=CC=2)(C2C=CC=CC=2)C2C=CC=CC=2)(C2C=CC=CC=2)C2C=CC=CC=2)=CC=1. The product is [F:19][C:18]([F:20])([F:21])[CH:17]([C:14]1[CH:15]=[CH:16][C:11]([C:4]2[CH:5]=[CH:6][CH:7]=[C:2]([F:1])[CH:3]=2)=[CH:12][CH:13]=1)[OH:22]. The yield is 0.940. (5) The product is [NH2:1][C:2]1[CH:22]=[CH:21][CH:20]=[C:4]([O:5][CH2:6][CH:7]2[CH2:12][CH2:11][NH:10][CH2:9][CH2:8]2)[C:3]=1[C:23]#[N:24]. The catalyst is CCOC(C)=O. The yield is 1.00. The reactants are [NH2:1][C:2]1[C:3]([C:23]#[N:24])=[C:4]([CH:20]=[CH:21][CH:22]=1)[O:5][CH2:6][CH:7]1[CH2:12][CH2:11][N:10](C(OC(C)(C)C)=O)[CH2:9][CH2:8]1.Cl. (6) The reactants are [N+:1]([C:4]1[CH:5]=[C:6]([NH2:16])[CH:7]=[C:8]([C:10]2[CH:15]=[CH:14][CH:13]=[CH:12][CH:11]=2)[CH:9]=1)([O-:3])=[O:2].C(N(CC)CC)C.[F:24][C:25]([F:38])([F:37])[S:26](O[S:26]([C:25]([F:38])([F:37])[F:24])(=[O:28])=[O:27])(=[O:28])=[O:27].[OH-].[Na+]. The catalyst is ClCCl. The product is [F:24][C:25]([F:38])([F:37])[S:26]([NH:16][C:6]1[CH:7]=[C:8]([C:10]2[CH:15]=[CH:14][CH:13]=[CH:12][CH:11]=2)[CH:9]=[C:4]([N+:1]([O-:3])=[O:2])[CH:5]=1)(=[O:28])=[O:27]. The yield is 0.309.